The task is: Binary Classification. Given a miRNA mature sequence and a target amino acid sequence, predict their likelihood of interaction.. This data is from Experimentally validated miRNA-target interactions with 360,000+ pairs, plus equal number of negative samples. (1) Result: 0 (no interaction). The miRNA is hsa-miR-495-3p with sequence AAACAAACAUGGUGCACUUCUU. The protein sequence of the target gene is MYQSLAMAANHGPPPGAYEAGGPGAFMHSAGAASSPVYVPTPRVPSSVLGLSYLQGGGSAAAAGTTSGGSSGAGPSGAGPGTQQGSPGWSQAGAEGAAYTPPPVSPRFSFPGTTGSLAAAAAAAAAREAAAYGSGGGAAGAGLAGREQYGRPGFAGSYSSPYPAYMADVGASWAAAAAASAGPFDSPVLHSLPGRANPGRHPNLDMFDDFSEGRECVNCGAMSTPLWRRDGTGHYLCNACGLYHKMNGINRPLIKPQRRLSASRRVGLSCANCQTTTTTLWRRNAEGEPVCNACGLYMKL.... (2) The miRNA is mmu-miR-5107-5p with sequence UGGGCAGAGGAGGCAGGGACA. Result: 0 (no interaction). The protein sequence of the target gene is MAPRSLLLLLSGALALTDTWAGSHSLRYFSTAVSRPGRGEPRYIAVEYVDDTQFLRFDSDAAIPRMEPREPWVEQEGPQYWEWTTGYAKANAQTDRVALRNLLRRYNQSEAGSHTLQGMNGCDMGPDGRLLRGYHQHAYDGKDYISLNEDLRSWTAADTVAQITQRFYEAEEYAEEFRTYLEGECLELLRRYLENGKETLQRADPPKAHVAHHPISDHEATLRCWALGFYPAEITLTWQRDGEEQTQDTELVETRPAGDGTFQKWAAVVVPPGEEQRYTCHVQHEGLPQPLILRWEQSPQ.... (3) The miRNA is mmu-let-7b-5p with sequence UGAGGUAGUAGGUUGUGUGGUU. The protein sequence of the target gene is MASVDGDSRHLLSEVEHEVSPGPMNIQFDSSDLRSKRPFYIEPTNIVNVNDVIQRVSDHAAAMNKRIHYYSRLTTPADKALIAPDHVVPAPEECYVYSPLGSAYKLKSYTEGYGKNTSLVTIFMIWNTMMGTSILSIPWGIKQAGFTTGMCVIVLMGLLTLYCCYRVVKSRSTISTSDTSTWEYPDVCKHYFGSFGQWSSLLFSLVSLIGAMIVYWVLMSNFLFNTGKFIFNFIHHINDTDTVLSTNNSNPVICPNAGSGGRPDNSSMIFYNNNTEVQLFEKWWDKSRTVPFYLIGLLLP.... Result: 0 (no interaction). (4) The miRNA is dre-miR-200b-3p with sequence UAAUACUGCCUGGUAAUGAUGA. The protein sequence of the target gene is MDVPARVSRRAAAAAARMLLRTARVPRECWFLPTALLCAYGFFANLRPSEPFLTPYLLGPDKNLTERQVYNEIYPVWTYSYLLLLFPVFLATDYLRYKPVILLQGLSLIVTWFMLLYAQGLLAIQFLEFFYGIATATEIAYYSYIYTVVDLGMYQKVTSYCRSATLVGFTVGSVLGQILVSVVGWSLFSLNVISLTCVSVAFAVAWFLPMPQKSLFFHHIPSSCHGVNGLKVQNGGIVTDTPAANHLPGWEDIESKIPLNLDEPPVEEPEEPKPDRLRVFRVLWNDFLMCYSSRPLLCWS.... Result: 0 (no interaction). (5) The miRNA is hsa-miR-6890-3p with sequence CCACUGCCUAUGCCCCACAG. The protein sequence of the target gene is MSPVLHFYVRPSGHEGAAPGHTRRKLQGKLPELQGVETELCYNVNWTAEALPSAEETKKLMWLFGCPLLLDDVARESWLLPGSNDLLLEVGPRLNFSTPTSTNIVSVCRATGLGPVDRVETTRRYRLSFAHPPSAEVEAIALATLHDRMTEQHFPHPIQSFSPESMPEPLNGPINILGEGRLALEKANQELGLALDSWDLDFYTKRFQELQRNPSTVEAFDLAQSNSEHSRHWFFKGQLHVDGQKLVHSLFESIMSTQESSNPNNVLKFCDNSSAIQGKEVRFLRPEDPTRPSRFQQQQG.... Result: 1 (interaction). (6) The miRNA is hsa-miR-4746-5p with sequence CCGGUCCCAGGAGAACCUGCAGA. The protein sequence of the target gene is MEPPDQCSQYMTSLLSPAVDDEKELQDMNAMVLSLTEEVKEEEEDAQPEPEQGTAAGEKLKSAGAQGGEEKDGGGEEKDGGGAGVPGHLWEGNLEGTSGSDGNVEDSDQSEKEPGQQYSRPQGAVGGLEPGNAQQPNVHAFTPLQLQELECIFQREQFPSEFLRRRLARSMNVTELAVQIWFENRRAKWRRHQRALMARNMLPFMAVGQPVMVTAAEAITAPLFISGMRDDYFWDHSHSSSLCFPMPPFPPPSLPLPLMLLPPMPPAGQAEFGPFPFVIVPSFTFPNV. Result: 0 (no interaction). (7) The miRNA is hsa-miR-1283 with sequence UCUACAAAGGAAAGCGCUUUCU. The protein sequence of the target gene is MSWMFKRDPVWKYLQTVQYGVHGNFPRLSYPTFFPRFEFQDVIPPDDFLTSDEEVDSVLFGSLRGHVVGLRYYTGVVNNNEMVALQRDPNNPYDKNAIKVNNVNGNQVGHLKKELAGALAYIMDNKLAQIEGVVPFGANNAFTMPLHMTFWGKEENRKAVSDQLKKHGFKLGPAPKTLGFNLESGWGSGRAGPSYSMPVHAAVQMTTEQLKTEFDKLFEDLKEDDKTHEMEPAEAIETPLLPHQKQALAWMVSRENSKELPPFWEQRNDLYYNTITNFSEKDRPENVHGGILADDMGLGK.... Result: 0 (no interaction). (8) The miRNA is hsa-miR-24-2-5p with sequence UGCCUACUGAGCUGAAACACAG. The protein sequence of the target gene is MEKSKAKQGENEHMPVNNPSTQIYQLQALASELKTGFTEAMQELTRIQHGEYALEEKVKSCRCSMEEKVTEMKNSLNYFKEELSNAMSMIQAITSKQEEMQQKIEQLQQEKRRESRKVKAKKAQKEEHGAQAGPASAPAPGSAPTQGSPFRSINVPEAGLPSDDFTNMLPSQNYEKAQESRSVHVGDSNVKGMMGPGVNPTTPESDENLKPSLSAEIQSKGHHTPGLWRQPKEGKEWGEEYVTKDHPDKLKDAGQGRHSSLENVLCETSLAAKRQTVALELLESERKYVINISLILKIKA.... Result: 0 (no interaction).